This data is from Full USPTO retrosynthesis dataset with 1.9M reactions from patents (1976-2016). The task is: Predict the reactants needed to synthesize the given product. (1) The reactants are: [CH2:1]([N:8]1[CH2:12][CH2:11][CH:10](NC)[CH2:9]1)[C:2]1[CH:7]=[CH:6][CH:5]=[CH:4][CH:3]=1.[F:15][C:16]([F:27])([F:26])[C:17](O[C:17](=[O:18])[C:16]([F:27])([F:26])[F:15])=[O:18].[CH2:28]([N:30](CC)CC)C. Given the product [CH2:1]([N:8]1[CH2:12][CH2:11][CH:10]([CH2:28][NH:30][C:17](=[O:18])[C:16]([F:27])([F:26])[F:15])[CH2:9]1)[C:2]1[CH:3]=[CH:4][CH:5]=[CH:6][CH:7]=1, predict the reactants needed to synthesize it. (2) Given the product [Br:1][C:2]1[CH:10]=[CH:9][C:8]([S:12]([Cl:11])(=[O:14])=[O:13])=[CH:7][C:3]=1[C:4]([OH:6])=[O:5], predict the reactants needed to synthesize it. The reactants are: [Br:1][C:2]1[CH:10]=[CH:9][CH:8]=[CH:7][C:3]=1[C:4]([OH:6])=[O:5].[Cl:11][S:12](O)(=[O:14])=[O:13]. (3) Given the product [ClH:46].[F:18][C:17]1[CH:16]=[C:15]2[C:11]([CH:12]=[N:13][NH:14]2)=[CH:10][C:9]=1[NH:8][C:26]1[CH:31]=[CH:30][N:29]=[C:28]([C:32]2[CH:33]=[C:34]([CH:35]=[CH:36][CH:37]=2)[O:38][CH2:39][C:40]([NH:42][CH:43]([CH3:45])[CH3:44])=[O:41])[N:27]=1, predict the reactants needed to synthesize it. The reactants are: C(OC([N:8]([C:26]1[CH:31]=[CH:30][N:29]=[C:28]([C:32]2[CH:37]=[CH:36][CH:35]=[C:34]([O:38][CH2:39][C:40]([NH:42][CH:43]([CH3:45])[CH3:44])=[O:41])[CH:33]=2)[N:27]=1)[C:9]1[CH:10]=[C:11]2[C:15](=[CH:16][C:17]=1[F:18])[N:14](C(OC(C)(C)C)=O)[N:13]=[CH:12]2)=O)(C)(C)C.[ClH:46].CCOC(C)=O. (4) Given the product [N:1]([CH:4]([C:6]1[N:7]=[C:8]2[S:16][CH:15]=[C:14]([CH3:17])[N:9]2[C:10](=[O:13])[C:11]=1[C:23]1[N:24]=[CH:25][S:26][CH:27]=1)[CH3:5])=[N+:2]=[N-:3], predict the reactants needed to synthesize it. The reactants are: [N:1]([CH:4]([C:6]1[N:7]=[C:8]2[S:16][CH:15]=[C:14]([CH3:17])[N:9]2[C:10](=[O:13])[C:11]=1Br)[CH3:5])=[N+:2]=[N-:3].C([Sn](CCCC)(CCCC)[C:23]1[N:24]=[CH:25][S:26][CH:27]=1)CCC. (5) Given the product [CH:59]([O:62][C:41]1[CH:40]=[C:39]([CH:38]=[C:37]([O:75][CH:76]([CH3:77])[CH3:83])[CH:36]=1)[CH2:43][N:17]1[CH2:16][CH2:15][CH:14]([NH:13][C:11](=[O:12])[C:9]2[CH:10]=[C:2]([CH3:1])[C:3]([C:4]([OH:6])=[O:5])=[C:7]([CH3:20])[CH:8]=2)[CH2:19][CH2:18]1)([CH3:61])[CH3:60], predict the reactants needed to synthesize it. The reactants are: [CH3:1][C:2]1[CH:10]=[C:9]([C:11]([NH:13][CH:14]2[CH2:19][CH2:18][NH:17][CH2:16][CH2:15]2)=[O:12])[CH:8]=[C:7]([CH3:20])[C:3]=1[C:4]([OH:6])=[O:5].C(OC(N1CCC(NC(=O)[C:36]2[CH:41]=[C:40](C)[C:39]([C:43](OC(C)(C)C)=O)=[C:38](C)[CH:37]=2)CC1)=O)(C)(C)C.FC(F)(F)C(O)=O.[CH:59]([O:62]C1C=C(C=C(OC(C)C)C=1)C=O)([CH3:61])[CH3:60].[OH:75][C:76]1[CH:77]=C(C=C(O)[CH:83]=1)C=O.BrC(C)C.C(=O)([O-])[O-].[K+].[K+].C([BH3-])#N.[Na+].C(N(C(C)C)C(C)C)C.